Dataset: Full USPTO retrosynthesis dataset with 1.9M reactions from patents (1976-2016). Task: Predict the reactants needed to synthesize the given product. (1) Given the product [CH:26]1([N:13]2[CH2:14][CH:15]([C:16]3[C:24]4[C:19](=[CH:20][C:21]([F:25])=[CH:22][CH:23]=4)[NH:18][CH:17]=3)[CH:9]3[NH:8][CH2:12][CH2:11][CH:10]23)[CH2:30][CH2:29][CH2:28][CH2:27]1, predict the reactants needed to synthesize it. The reactants are: C(OC([N:8]1[CH2:12][CH2:11][CH:10]2[N:13]([CH:26]3[CH2:30][CH2:29][CH2:28][CH2:27]3)[CH2:14][CH:15]([C:16]3[C:24]4[C:19](=[CH:20][C:21]([F:25])=[CH:22][CH:23]=4)[NH:18][CH:17]=3)[CH:9]12)=O)(C)(C)C.C(O)(C(F)(F)F)=O. (2) Given the product [CH2:1]([O:8][C:9](=[O:18])[NH:10][C:11]1[CH:16]=[CH:15][N:14]([CH2:23][CH2:22][C:21]#[CH:20])[C:13](=[O:17])[N:12]=1)[C:2]1[CH:7]=[CH:6][CH:5]=[CH:4][CH:3]=1, predict the reactants needed to synthesize it. The reactants are: [CH2:1]([O:8][C:9](=[O:18])[NH:10][C:11]1[CH:16]=[CH:15][NH:14][C:13](=[O:17])[N:12]=1)[C:2]1[CH:7]=[CH:6][CH:5]=[CH:4][CH:3]=1.Br[CH2:20][CH2:21][C:22]#[CH:23].C([O-])([O-])=O.[K+].[K+].